Dataset: Forward reaction prediction with 1.9M reactions from USPTO patents (1976-2016). Task: Predict the product of the given reaction. (1) Given the reactants [C:1]([O:5][C:6](=[O:30])[CH2:7][O:8][CH2:9][C@@H:10]1[C:18]2[C:13](=[CH:14][CH:15]=[CH:16][CH:17]=2)[CH2:12][C@H:11]1[NH:19]C(O[Si](C(C)(C)C)(C)C)=O)([CH3:4])([CH3:3])[CH3:2].[F-].C([N+](CCCC)(CCCC)CCCC)CCC.[Cl-].[NH4+], predict the reaction product. The product is: [NH2:19][C@@H:11]1[CH2:12][C:13]2[C:18](=[CH:17][CH:16]=[CH:15][CH:14]=2)[C@H:10]1[CH2:9][O:8][CH2:7][C:6]([O:5][C:1]([CH3:4])([CH3:3])[CH3:2])=[O:30]. (2) Given the reactants [CH2:1]([O:8][C:9]([NH:11][C@H:12]([C:32](OC)=[O:33])[CH2:13][NH:14][C:15]1[C:20]2[CH:21]=[C:22]([C:24]3[CH:29]=[CH:28][CH:27]=[CH:26][CH:25]=3)[S:23][C:19]=2[C:18]([C:30]#[N:31])=[CH:17][N:16]=1)=[O:10])[C:2]1[CH:7]=[CH:6][CH:5]=[CH:4][CH:3]=1.[BH4-].[Na+], predict the reaction product. The product is: [C:30]([C:18]1[C:19]2[S:23][C:22]([C:24]3[CH:29]=[CH:28][CH:27]=[CH:26][CH:25]=3)=[CH:21][C:20]=2[C:15]([NH:14][CH2:13][C@H:12]([NH:11][C:9](=[O:10])[O:8][CH2:1][C:2]2[CH:7]=[CH:6][CH:5]=[CH:4][CH:3]=2)[CH2:32][OH:33])=[N:16][CH:17]=1)#[N:31]. (3) Given the reactants [I:1][C:2]1[S:19][C:5]2[NH:6][N:7]=[C:8]([C:9]3[CH:18]=[CH:17][C:16]4[C:11](=[CH:12][CH:13]=[CH:14][CH:15]=4)[CH:10]=3)[C:4]=2[CH:3]=1.[H-].[Na+].[C:22](Cl)([C:35]1[CH:40]=[CH:39][CH:38]=[CH:37][CH:36]=1)([C:29]1[CH:34]=[CH:33][CH:32]=[CH:31][CH:30]=1)[C:23]1[CH:28]=[CH:27][CH:26]=[CH:25][CH:24]=1.O, predict the reaction product. The product is: [I:1][C:2]1[S:19][C:5]2[N:6]([C:22]([C:23]3[CH:28]=[CH:27][CH:26]=[CH:25][CH:24]=3)([C:35]3[CH:36]=[CH:37][CH:38]=[CH:39][CH:40]=3)[C:29]3[CH:30]=[CH:31][CH:32]=[CH:33][CH:34]=3)[N:7]=[C:8]([C:9]3[CH:18]=[CH:17][C:16]4[C:11](=[CH:12][CH:13]=[CH:14][CH:15]=4)[CH:10]=3)[C:4]=2[CH:3]=1. (4) Given the reactants NC(N)=O.[C:5]1([NH:11][S:12]([C:15]2[C:20]([O:21][CH3:22])=[CH:19][CH:18]=[C:17]([NH2:23])[C:16]=2[OH:24])(=[O:14])=[O:13])[CH:10]=[CH:9][CH:8]=[CH:7][CH:6]=1.[Br:25][C:26]1[CH:31]=[CH:30][CH:29]=[CH:28][C:27]=1[N:32]=[C:33]=[O:34], predict the reaction product. The product is: [Br:25][C:26]1[CH:31]=[CH:30][CH:29]=[CH:28][C:27]=1[NH:32][C:33]([NH:23][C:17]1[CH:18]=[CH:19][C:20]([O:21][CH3:22])=[C:15]([S:12]([NH:11][C:5]2[CH:6]=[CH:7][CH:8]=[CH:9][CH:10]=2)(=[O:13])=[O:14])[C:16]=1[OH:24])=[O:34]. (5) Given the reactants [CH3:1][O:2][C:3]1[CH:32]=[CH:31][C:6]([C:7]([NH:9][C:10]2[C:11]([CH3:30])=[C:12]([CH3:29])[C:13]3[O:17][C:16]([CH3:19])([CH3:18])[CH:15]([C:20]4[CH:25]=[CH:24][C:23]([CH3:26])=[CH:22][CH:21]=4)[C:14]=3[C:27]=2[CH3:28])=O)=[CH:5][CH:4]=1, predict the reaction product. The product is: [CH3:1][O:2][C:3]1[CH:4]=[CH:5][C:6]([CH2:7][NH:9][C:10]2[C:11]([CH3:30])=[C:12]([CH3:29])[C:13]3[O:17][C:16]([CH3:19])([CH3:18])[CH:15]([C:20]4[CH:21]=[CH:22][C:23]([CH3:26])=[CH:24][CH:25]=4)[C:14]=3[C:27]=2[CH3:28])=[CH:31][CH:32]=1. (6) Given the reactants Cl.[NH:2]1[CH2:6][CH2:5][N:4]=[C:3]1[CH2:7][N:8]1[C:16]2[C:11](=[CH:12][CH:13]=[CH:14][CH:15]=2)[C:10]([S:17](Cl)(=[O:19])=[O:18])=[CH:9]1.[CH3:21][NH:22][CH3:23], predict the reaction product. The product is: [CH3:21][N:22]([CH3:23])[S:17]([C:10]1[C:11]2[C:16](=[CH:15][CH:14]=[CH:13][CH:12]=2)[N:8]([CH2:7][C:3]2[NH:2][CH2:6][CH2:5][N:4]=2)[CH:9]=1)(=[O:19])=[O:18]. (7) The product is: [CH:1]1([C:4]2[CH:9]=[CH:8][N:7]=[CH:6][C:5]=2[NH2:10])[CH2:3][CH2:2]1. Given the reactants [CH:1]1([C:4]2[CH:9]=[CH:8][N:7]=[CH:6][C:5]=2[NH:10]C(=O)OC(C)(C)C)[CH2:3][CH2:2]1.CO.C(Cl)Cl, predict the reaction product. (8) The product is: [CH:20]1([N:8]2[CH2:9][CH2:10][C:4]3=[CH:3][N:2]([C:11]4[CH:19]=[CH:18][C:14]([C:15]([NH2:17])=[O:16])=[CH:13][CH:12]=4)[N:1]=[C:5]3[CH2:6][CH2:7]2)[CH2:23][CH2:22][CH2:21]1. Given the reactants [N:1]1[N:2]([C:11]2[CH:19]=[CH:18][C:14]([C:15]([NH2:17])=[O:16])=[CH:13][CH:12]=2)[CH:3]=[C:4]2[CH2:10][CH2:9][NH:8][CH2:7][CH2:6][C:5]=12.[C:20]1(=O)[CH2:23][CH2:22][CH2:21]1.C(O[BH-](OC(=O)C)OC(=O)C)(=O)C.[Na+].CO, predict the reaction product. (9) Given the reactants [F:1][C:2]([F:25])([F:24])[C:3]([C:9]1[CH:14]=[CH:13][CH:12]=[C:11](B2OC(C)(C)C(C)(C)O2)[CH:10]=1)([OH:8])[C:4]([F:7])([F:6])[F:5].Cl[C:27]1[N:32]=[C:31]([NH:33][C:34]([C:36]2([C:39]3[CH:49]=[CH:48][C:42]4[O:43][C:44]([F:47])([F:46])[O:45][C:41]=4[CH:40]=3)[CH2:38][CH2:37]2)=[O:35])[CH:30]=[CH:29][C:28]=1[CH3:50], predict the reaction product. The product is: [F:47][C:44]1([F:46])[O:43][C:42]2[CH:48]=[CH:49][C:39]([C:36]3([C:34]([NH:33][C:31]4[CH:30]=[CH:29][C:28]([CH3:50])=[C:27]([C:11]5[CH:12]=[CH:13][CH:14]=[C:9]([C:3]([OH:8])([C:4]([F:6])([F:5])[F:7])[C:2]([F:1])([F:25])[F:24])[CH:10]=5)[N:32]=4)=[O:35])[CH2:38][CH2:37]3)=[CH:40][C:41]=2[O:45]1.